From a dataset of Full USPTO retrosynthesis dataset with 1.9M reactions from patents (1976-2016). Predict the reactants needed to synthesize the given product. (1) Given the product [CH3:32][C:33]([NH:21][C@@H:10]([C:9]([NH:8][CH2:1][C:2]1[CH:3]=[CH:4][CH:5]=[CH:6][CH:7]=1)=[O:22])[CH2:14][O:16][CH3:17])=[O:34], predict the reactants needed to synthesize it. The reactants are: [CH2:1]([NH:8][C:9](=[O:22])[C@@:10]([NH2:21])([C:14]([O:16][C:17](C)(C)C)=O)COC)[C:2]1[CH:7]=[CH:6][CH:5]=[CH:4][CH:3]=1.C(NC(=O)[C@H:32](N)[CH2:33][O:34]C)C1C=CC=CC=1.Cl.C(OC(=O)C)(=O)C. (2) Given the product [C:40]([C:42]1[CH:47]=[CH:46][C:45]([CH:48]2[C:57]3[C:52](=[CH:53][CH:54]=[N:55][C:56]=3[O:58][CH2:1][CH3:3])[NH:51][C:50]([C:59]([F:62])([F:60])[F:61])=[C:49]2[C:64]([O:66][CH2:67][CH:68]=[CH2:69])=[O:65])=[C:44]([O:70][CH3:71])[CH:43]=1)#[N:41].[CH:12]([O:11][CH2:4][CH3:5])([O:20][CH2:16][CH3:15])[O:26][CH2:25][CH3:24], predict the reactants needed to synthesize it. The reactants are: [CH:1]([C:3]1C=CC(C#N)=[CH:5][C:4]=1[O:11][CH3:12])=O.NC1C=CN[C:16](=[O:20])[CH:15]=1.FC(F)(F)C(=O)[CH2:24][C:25](OCC=C)=[O:26].N1C=CC=CC1.[C:40]([C:42]1[CH:47]=[CH:46][C:45]([CH:48]2[C:57]3[C:56](=[O:58])[NH:55][CH:54]=[CH:53][C:52]=3[NH:51][C:50](O)([C:59]([F:62])([F:61])[F:60])[CH:49]2[C:64]([O:66][CH2:67][CH:68]=[CH2:69])=[O:65])=[C:44]([O:70][CH3:71])[CH:43]=1)#[N:41]. (3) The reactants are: [Cl:1][C:2]1[C:11]2[C:6](=[C:7]([Cl:17])[C:8]([O:12][CH2:13]COC)=[CH:9][CH:10]=2)[N:5]=[C:4]([C:18]2[CH:23]=CC=[C:20]([CH:24]([CH3:26])[CH3:25])[N:19]=2)[CH:3]=1.C(C1[S:31]C=C(C(O)=O)N=1)(C)C.NC1C(Cl)=C(OC)C=CC=1C(=O)C. Given the product [Cl:1][C:2]1[C:11]2[C:6](=[C:7]([Cl:17])[C:8]([O:12][CH3:13])=[CH:9][CH:10]=2)[N:5]=[C:4]([C:18]2[N:19]=[C:20]([CH:24]([CH3:26])[CH3:25])[S:31][CH:23]=2)[CH:3]=1, predict the reactants needed to synthesize it. (4) Given the product [F:21][C:22]1[CH:27]=[C:26]([F:28])[CH:25]=[CH:24][C:23]=1[C:2]1[CH:7]=[CH:6][CH:5]=[C:4]([C:8]2([CH3:15])[CH2:13][O:12][CH2:11][C:10]([NH2:14])=[N:9]2)[CH:3]=1, predict the reactants needed to synthesize it. The reactants are: Br[C:2]1[CH:3]=[C:4]([C:8]2([CH3:15])[CH2:13][O:12][CH2:11][C:10]([NH2:14])=[N:9]2)[CH:5]=[CH:6][CH:7]=1.C(=O)([O-])O.[Na+].[F:21][C:22]1[CH:27]=[C:26]([F:28])[CH:25]=[CH:24][C:23]=1B(O)O.